The task is: Predict which catalyst facilitates the given reaction.. This data is from Catalyst prediction with 721,799 reactions and 888 catalyst types from USPTO. (1) Reactant: [CH2:1]([N:5]1[C:13]2[C:8](=[C:9]([C:17]3[O:18][CH:19]=[CH:20][N:21]=3)[CH:10]=[C:11]([C:14]([OH:16])=O)[CH:12]=2)[CH:7]=[CH:6]1)[CH2:2][CH2:3][CH3:4].[NH2:22][C@@H:23]([CH2:37][C:38]1[CH:43]=[C:42]([F:44])[CH:41]=[C:40]([F:45])[CH:39]=1)[C@H:24]([OH:36])[CH2:25][NH:26][CH2:27][C:28]1[CH:33]=[CH:32][CH:31]=[C:30]([CH2:34][CH3:35])[CH:29]=1. Product: [CH2:1]([N:5]1[C:13]2[C:8](=[C:9]([C:17]3[O:18][CH:19]=[CH:20][N:21]=3)[CH:10]=[C:11]([C:14]([NH:22][C@@H:23]([CH2:37][C:38]3[CH:39]=[C:40]([F:45])[CH:41]=[C:42]([F:44])[CH:43]=3)[C@H:24]([OH:36])[CH2:25][NH:26][CH2:27][C:28]3[CH:33]=[CH:32][CH:31]=[C:30]([CH2:34][CH3:35])[CH:29]=3)=[O:16])[CH:12]=2)[CH:7]=[CH:6]1)[CH2:2][CH2:3][CH3:4]. The catalyst class is: 2. (2) Reactant: [N-:1]=[N+:2]=[N-:3].[Na+].Br[CH2:6][C:7]1([CH3:11])[CH2:10][O:9][CH2:8]1. Product: [N:1]([CH2:6][C:7]1([CH3:11])[CH2:10][O:9][CH2:8]1)=[N+:2]=[N-:3]. The catalyst class is: 6.